This data is from Reaction yield outcomes from USPTO patents with 853,638 reactions. The task is: Predict the reaction yield, written as a fraction of the theoretical maximum amount of product (1.0 means a 100% yield; for example, 0.34 means a 34% yield). (1) The reactants are C[O:2][C:3]([C:5]1[S:6][C:7]([C:23]2[CH:28]=[CH:27][C:26]([F:29])=[CH:25][CH:24]=2)=[CH:8][C:9]=1[N:10]([CH:20]([CH3:22])[CH3:21])[C:11]([CH:13]1[CH2:18][CH2:17][C:16]([CH3:19])=[CH:15][CH2:14]1)=[O:12])=[O:4].O[Li].O. The catalyst is C1COCC1.CO.O. The product is [F:29][C:26]1[CH:25]=[CH:24][C:23]([C:7]2[S:6][C:5]([C:3]([OH:4])=[O:2])=[C:9]([N:10]([CH:20]([CH3:22])[CH3:21])[C:11]([CH:13]3[CH2:18][CH2:17][C:16]([CH3:19])=[CH:15][CH2:14]3)=[O:12])[CH:8]=2)=[CH:28][CH:27]=1. The yield is 0.230. (2) The reactants are [Br:1][C:2]1[CH:3]=[C:4]([NH:9][CH3:10])[C:5]([Cl:8])=[N:6][CH:7]=1.[H-].[Na+].[CH3:13]I. The catalyst is CN(C=O)C.CC(OC)(C)C. The product is [Br:1][C:2]1[CH:3]=[C:4]([N:9]([CH3:13])[CH3:10])[C:5]([Cl:8])=[N:6][CH:7]=1. The yield is 0.900.